Task: Predict the product of the given reaction.. Dataset: Forward reaction prediction with 1.9M reactions from USPTO patents (1976-2016) (1) Given the reactants [NH:1]1[CH2:4][CH:3]([CH:5]2[CH2:10][CH2:9][N:8]([C:11]([C:13]3[S:14][CH:15]=[CH:16][N:17]=3)=[O:12])[CH2:7][CH2:6]2)[CH2:2]1.[CH3:18][C:19]1[C:20]2[CH:30]=[CH:29][C:28]([C:31]([F:34])([F:33])[F:32])=[CH:27][C:21]=2[S:22][C:23]=1[C:24]([O-])=[O:25].CCN(CC)CC.CN(C(ON1N=NC2C=CC=NC1=2)=[N+](C)C)C.F[P-](F)(F)(F)(F)F, predict the reaction product. The product is: [CH3:18][C:19]1[C:20]2[CH:30]=[CH:29][C:28]([C:31]([F:34])([F:32])[F:33])=[CH:27][C:21]=2[S:22][C:23]=1[C:24]([N:1]1[CH2:2][CH:3]([CH:5]2[CH2:6][CH2:7][N:8]([C:11]([C:13]3[S:14][CH:15]=[CH:16][N:17]=3)=[O:12])[CH2:9][CH2:10]2)[CH2:4]1)=[O:25]. (2) Given the reactants [F:1][C:2]1[CH:3]=[C:4]([C@H:10]2[CH2:14][CH2:13][CH2:12][N:11]2[C:15]2[CH:20]=[CH:19][N:18]3[N:21]=[CH:22][C:23]([C:24]([OH:26])=O)=[C:17]3[N:16]=2)[C:5]([O:8][CH3:9])=[N:6][CH:7]=1.CN(C(ON1N=NC2C=CC=NC1=2)=[N+](C)C)C.F[P-](F)(F)(F)(F)F.CCN(C(C)C)C(C)C.[NH2:60][CH2:61][CH2:62][OH:63], predict the reaction product. The product is: [F:1][C:2]1[CH:3]=[C:4]([C@H:10]2[CH2:14][CH2:13][CH2:12][N:11]2[C:15]2[CH:20]=[CH:19][N:18]3[N:21]=[CH:22][C:23]([C:24]([NH:60][CH2:61][CH2:62][OH:63])=[O:26])=[C:17]3[N:16]=2)[C:5]([O:8][CH3:9])=[N:6][CH:7]=1. (3) Given the reactants [CH3:1][C@@H:2]1[O:7][C@@H:6]([O:8][CH2:9][C@H:10]2[O:15][C@@H:14]([O:16][C:17]3[CH:18]=[C:19]([OH:37])[C:20]4[C:26](=[O:27])[CH2:25][C@@H:24]([C:28]5[CH:29]=[CH:30][C:31]([O:35][CH3:36])=[C:32]([OH:34])[CH:33]=5)[O:23][C:21]=4[CH:22]=3)[C@H:13]([OH:38])[C@@H:12]([OH:39])[C@@H:11]2[OH:40])[C@H:5]([OH:41])[C@H:4]([OH:42])[C@H:3]1[OH:43].[OH-].[Na+].[Ag:46], predict the reaction product. The product is: [CH3:1][C@@H:2]1[O:7][C@@H:6]([O:8][CH2:9][C@H:10]2[O:15][C@@H:14]([O:16][C:17]3[CH:18]=[C:19]([OH:37])[C:20]4[C:26](=[O:27])[CH2:25][C@@H:24]([C:28]5[CH:29]=[CH:30][C:31]([O:35][CH3:36])=[C:32]([OH:34])[CH:33]=5)[O:23][C:21]=4[CH:22]=3)[C@H:13]([OH:38])[C@@H:12]([OH:39])[C@@H:11]2[OH:40])[C@H:5]([OH:41])[C@H:4]([OH:42])[C@H:3]1[OH:43].[Ag:46]. (4) Given the reactants [NH2:1][CH2:2][CH2:3][NH:4][C:5](=[O:11])[O:6][C:7]([CH3:10])([CH3:9])[CH3:8].[CH2:12]([O:19][C:20]1[CH:29]=[C:28]2[C:23]([C:24](Cl)=[C:25]([N+:30]([O-:32])=[O:31])[CH:26]=[N:27]2)=[CH:22][CH:21]=1)[C:13]1[CH:18]=[CH:17][CH:16]=[CH:15][CH:14]=1.C(N(CC)CC)C.O, predict the reaction product. The product is: [CH2:12]([O:19][C:20]1[CH:29]=[C:28]2[C:23]([C:24]([NH:1][CH2:2][CH2:3][NH:4][C:5](=[O:11])[O:6][C:7]([CH3:8])([CH3:10])[CH3:9])=[C:25]([N+:30]([O-:32])=[O:31])[CH:26]=[N:27]2)=[CH:22][CH:21]=1)[C:13]1[CH:14]=[CH:15][CH:16]=[CH:17][CH:18]=1. (5) Given the reactants [C:1]([N:9]=[C:10]=[S:11])(=[O:8])[C:2]1[CH:7]=[CH:6][CH:5]=[CH:4][CH:3]=1.[C:12]([O:16][C:17](=[O:23])[NH:18][CH2:19][CH2:20][CH2:21][NH2:22])([CH3:15])([CH3:14])[CH3:13], predict the reaction product. The product is: [C:12]([O:16][C:17](=[O:23])[NH:18][CH2:19][CH2:20][CH2:21][NH:22][C:10]([NH:9][C:1](=[O:8])[C:2]1[CH:7]=[CH:6][CH:5]=[CH:4][CH:3]=1)=[S:11])([CH3:15])([CH3:13])[CH3:14]. (6) Given the reactants [F:1][C:2]1[CH:3]=[CH:4][C:5]2[O:9][C:8]([C:10]3[CH:15]=[CH:14][C:13]([O:16]C)=[CH:12][CH:11]=3)=[CH:7][C:6]=2[CH:18]=1.Cl.N1C=CC=CC=1, predict the reaction product. The product is: [F:1][C:2]1[CH:3]=[CH:4][C:5]2[O:9][C:8]([C:10]3[CH:11]=[CH:12][C:13]([OH:16])=[CH:14][CH:15]=3)=[CH:7][C:6]=2[CH:18]=1. (7) Given the reactants [OH:1]C1C(C(C2C=CC=CC=2)(C)C)=NC2C(C=1C(O)=O)=CC=C1CCCCC=21.C([O:31][CH2:32][C:33](=O)[C:34]([CH3:42])([C:36]1[CH:41]=[CH:40][CH:39]=[CH:38][CH:37]=1)[CH3:35])(=O)C.[F:44][C:45]([F:58])([F:57])[C:46]1[CH:47]=[CH:48][CH:49]=[C:50]2[C:54]=1[NH:53][C:52](=[O:55])[C:51]2=O.[OH-].[Na+], predict the reaction product. The product is: [OH:31][C:32]1[C:33]([C:34]([C:36]2[CH:37]=[CH:38][CH:39]=[CH:40][CH:41]=2)([CH3:35])[CH3:42])=[N:53][C:54]2[C:50]([C:51]=1[C:52]([OH:1])=[O:55])=[CH:49][CH:48]=[CH:47][C:46]=2[C:45]([F:58])([F:57])[F:44].